This data is from Forward reaction prediction with 1.9M reactions from USPTO patents (1976-2016). The task is: Predict the product of the given reaction. Given the reactants [NH2:1][C:2]1[CH:3]=[CH:4][C:5]2[O:9][C:8]([CH:10]([NH:17][C:18]3[CH:23]=[CH:22][C:21]([C:24]([N:26]([CH3:34])[CH2:27][CH2:28][C:29]([O:31]CC)=[O:30])=[O:25])=[CH:20][CH:19]=3)[CH:11]3[CH2:16][CH2:15][CH2:14][CH2:13][CH2:12]3)=[C:7]([CH3:35])[C:6]=2[CH:36]=1.[C:37](Cl)(=[O:44])[C:38]1[CH:43]=[CH:42][CH:41]=[CH:40][CH:39]=1.[Cl-].[NH4+].[OH-].[Li+], predict the reaction product. The product is: [CH:11]1([CH:10]([NH:17][C:18]2[CH:19]=[CH:20][C:21]([C:24]([N:26]([CH3:34])[CH2:27][CH2:28][C:29]([OH:31])=[O:30])=[O:25])=[CH:22][CH:23]=2)[C:8]2[O:9][C:5]3[CH:4]=[CH:3][C:2]([NH:1][C:37]([C:38]4[CH:43]=[CH:42][CH:41]=[CH:40][CH:39]=4)=[O:44])=[CH:36][C:6]=3[C:7]=2[CH3:35])[CH2:16][CH2:15][CH2:14][CH2:13][CH2:12]1.